From a dataset of Forward reaction prediction with 1.9M reactions from USPTO patents (1976-2016). Predict the product of the given reaction. Given the reactants C([O:3][C:4](=[O:22])[CH2:5][C:6]1[CH:11]=[CH:10][C:9]([S:12](=[O:21])(=[O:20])[NH:13][C:14]2[CH:19]=[CH:18][CH:17]=[CH:16][N:15]=2)=[CH:8][CH:7]=1)C.[OH-].[K+], predict the reaction product. The product is: [N:15]1[CH:16]=[CH:17][CH:18]=[CH:19][C:14]=1[NH:13][S:12]([C:9]1[CH:10]=[CH:11][C:6]([CH2:5][C:4]([OH:22])=[O:3])=[CH:7][CH:8]=1)(=[O:20])=[O:21].